This data is from Full USPTO retrosynthesis dataset with 1.9M reactions from patents (1976-2016). The task is: Predict the reactants needed to synthesize the given product. (1) Given the product [CH3:1][C:2]1[N:12]([CH:13]([C:15]2[CH:20]=[CH:19][CH:18]=[CH:17][CH:16]=2)[CH3:14])[C:5]2[C:6](=[O:11])[N:7]([CH3:10])[CH:8]=[CH:9][C:4]=2[C:3]=1[C:21]([OH:23])=[O:22], predict the reactants needed to synthesize it. The reactants are: [CH3:1][C:2]1[N:12]([CH:13]([C:15]2[CH:20]=[CH:19][CH:18]=[CH:17][CH:16]=2)[CH3:14])[C:5]2[C:6](=[O:11])[N:7]([CH3:10])[CH:8]=[CH:9][C:4]=2[C:3]=1[C:21]([O:23]CC)=[O:22].[OH-].[Li+]. (2) Given the product [NH2:1][C:4]1[CH:12]=[C:11]2[C:7]([CH:8]=[CH:9][N:10]2[CH2:13][C:14]([O:16][C:17]([CH3:20])([CH3:19])[CH3:18])=[O:15])=[CH:6][CH:5]=1, predict the reactants needed to synthesize it. The reactants are: [N+:1]([C:4]1[CH:12]=[C:11]2[C:7]([CH:8]=[CH:9][N:10]2[CH2:13][C:14]([O:16][C:17]([CH3:20])([CH3:19])[CH3:18])=[O:15])=[CH:6][CH:5]=1)([O-])=O.[Cl-].[NH4+]. (3) Given the product [CH:19]1[C:18]([C:16]([NH:15][N:12]2[C:10](=[O:11])[C@@H:9]3[CH:4]4[C@@H:3]5[CH2:1][C@@H:2]5[CH:7]([C@@H:8]3[C:13]2=[O:14])[CH:6]=[CH:5]4)=[O:17])=[CH:23][CH:22]=[C:21]([C:24]([F:26])([F:25])[F:27])[CH:20]=1, predict the reactants needed to synthesize it. The reactants are: [CH2:1]1[C@@H:3]2[C@H:4]3[C@@H:9]4[C:10]([N:12]([NH:15][C:16]([C:18]5[CH:23]=[CH:22][C:21]([C:24]([F:27])([F:26])[F:25])=[CH:20][CH:19]=5)=[O:17])[C:13](=[O:14])[C@@H:8]4[C@@H:7]([C@H:2]12)[CH:6]=[CH:5]3)=[O:11].O.[O-]S([O-])(=O)=O.[Ca+2]. (4) Given the product [CH3:23][O:24][C:25]1[CH:26]=[CH:27][C:28]([CH2:29][O:30][C:31]2[C:36]([N:37]3[CH2:42][CH2:41][C:40](=[O:43])[CH2:39][CH2:38]3)=[CH:35][CH:34]=[CH:33][N:32]=2)=[CH:44][CH:45]=1, predict the reactants needed to synthesize it. The reactants are: CC(OI1(OC(C)=O)(OC(C)=O)OC(=O)C2C=CC=CC1=2)=O.[CH3:23][O:24][C:25]1[CH:45]=[CH:44][C:28]([CH2:29][O:30][C:31]2[C:36]([N:37]3[CH2:42][CH2:41][CH:40]([OH:43])[CH2:39][CH2:38]3)=[CH:35][CH:34]=[CH:33][N:32]=2)=[CH:27][CH:26]=1. (5) The reactants are: Cl.[CH2:2]([O:9][C:10]1[CH:19]=[CH:18][CH:17]=[C:16]2[C:11]=1[CH2:12][CH2:13][CH2:14][CH:15]2[C:20]([N:22]([C:29]1[CH:30]=[N:31][C:32]([CH:35]([CH3:37])[CH3:36])=[CH:33][CH:34]=1)[CH2:23][C:24]1[CH:25]=[N:26][NH:27][CH:28]=1)=[O:21])[C:3]1[CH:8]=[CH:7][CH:6]=[CH:5][CH:4]=1.[Cl:38][C:39]1[CH:46]=[CH:45][CH:44]=[CH:43][C:40]=1[CH2:41]Cl. Given the product [CH2:2]([O:9][C:10]1[CH:19]=[CH:18][CH:17]=[C:16]2[C:11]=1[CH2:12][CH2:13][CH2:14][CH:15]2[C:20]([N:22]([CH2:23][C:24]1[CH:25]=[N:26][N:27]([CH2:41][C:40]2[CH:43]=[CH:44][CH:45]=[CH:46][C:39]=2[Cl:38])[CH:28]=1)[C:29]1[CH:30]=[N:31][C:32]([CH:35]([CH3:37])[CH3:36])=[CH:33][CH:34]=1)=[O:21])[C:3]1[CH:8]=[CH:7][CH:6]=[CH:5][CH:4]=1, predict the reactants needed to synthesize it. (6) Given the product [CH3:2][O:3][C:4]([C:6]1[N:7]([CH3:13])[C:8]([CH2:11][N:14]2[CH2:19][CH2:18][O:17][CH2:16][CH2:15]2)=[N:9][CH:10]=1)=[O:5], predict the reactants needed to synthesize it. The reactants are: Cl.[CH3:2][O:3][C:4]([C:6]1[N:7]([CH3:13])[C:8]([CH2:11]Cl)=[N:9][CH:10]=1)=[O:5].[NH:14]1[CH2:19][CH2:18][O:17][CH2:16][CH2:15]1.